This data is from Catalyst prediction with 721,799 reactions and 888 catalyst types from USPTO. The task is: Predict which catalyst facilitates the given reaction. (1) Reactant: [CH3:1][O:2][CH2:3][O:4][C:5]1[CH:6]=[N:7][CH:8]=[CH:9][CH:10]=1.CCCCC.C([Li])(C)(C)C.[CH3:21][O:22][C:23]([C:25]1[CH:32]=[CH:31][C:28]([CH:29]=[O:30])=[CH:27][CH:26]=1)=[O:24].[Cl-].[NH4+]. Product: [CH3:21][O:22][C:23]([C:25]1[CH:32]=[CH:31][C:28]([CH:29]([C:10]2[CH:9]=[CH:8][N:7]=[CH:6][C:5]=2[O:4][CH2:3][O:2][CH3:1])[OH:30])=[CH:27][CH:26]=1)=[O:24]. The catalyst class is: 27. (2) Reactant: [NH2:1][C:2]1[O:6][N:5]=[C:4]([C:7]2[CH:12]=[CH:11][CH:10]=[CH:9][C:8]=2[Cl:13])[C:3]=1[C:14]([OH:16])=O.Cl.C(N=C=NCCCN(C)C)C.[F:29][C:30]1[CH:35]=[CH:34][C:33]([N:36]2[CH2:41][CH2:40][NH:39][CH2:38][CH2:37]2)=[CH:32][CH:31]=1. Product: [NH2:1][C:2]1[O:6][N:5]=[C:4]([C:7]2[CH:12]=[CH:11][CH:10]=[CH:9][C:8]=2[Cl:13])[C:3]=1[C:14]([N:39]1[CH2:38][CH2:37][N:36]([C:33]2[CH:32]=[CH:31][C:30]([F:29])=[CH:35][CH:34]=2)[CH2:41][CH2:40]1)=[O:16]. The catalyst class is: 4.